From a dataset of Forward reaction prediction with 1.9M reactions from USPTO patents (1976-2016). Predict the product of the given reaction. Given the reactants [NH2:1][C:2]1[C:6]([C:7]([N:9]2[CH2:14][CH2:13][N:12]([C@H:15]([C:18]3[CH:23]=[CH:22][CH:21]=[CH:20][CH:19]=3)[CH2:16][OH:17])[CH2:11][C@H:10]2[CH3:24])=[O:8])=[CH:5][NH:4][N:3]=1.[K].[F:26][C:27]([F:42])([F:41])[C:28](=O)[CH2:29][C:30]([C:32]1[CH:37]=[CH:36][C:35]([O:38][CH3:39])=[CH:34][CH:33]=1)=O.CO, predict the reaction product. The product is: [OH:17][CH2:16][C@H:15]([N:12]1[CH2:13][CH2:14][N:9]([C:7]([C:6]2[CH:5]=[N:4][N:3]3[C:28]([C:27]([F:41])([F:26])[F:42])=[CH:29][C:30]([C:32]4[CH:33]=[CH:34][C:35]([O:38][CH3:39])=[CH:36][CH:37]=4)=[N:1][C:2]=23)=[O:8])[C@H:10]([CH3:24])[CH2:11]1)[C:18]1[CH:23]=[CH:22][CH:21]=[CH:20][CH:19]=1.